Dataset: Full USPTO retrosynthesis dataset with 1.9M reactions from patents (1976-2016). Task: Predict the reactants needed to synthesize the given product. (1) Given the product [Cl:1][C:2]1[C:7]([C:8]2[CH:13]=[CH:12][CH:11]=[CH:10][CH:9]=2)=[N:6][N:5]=[C:4]2[N:14]([CH2:23][C:24]([N:33]3[CH2:32][CH2:31][N:30]([CH2:29][C:28]([F:36])([F:37])[F:27])[CH2:35][CH2:34]3)=[O:25])[N:15]=[C:16]([C:17]3[CH:22]=[CH:21][CH:20]=[CH:19][CH:18]=3)[C:3]=12, predict the reactants needed to synthesize it. The reactants are: [Cl:1][C:2]1[C:7]([C:8]2[CH:13]=[CH:12][CH:11]=[CH:10][CH:9]=2)=[N:6][N:5]=[C:4]2[N:14]([CH2:23][C:24](O)=[O:25])[N:15]=[C:16]([C:17]3[CH:22]=[CH:21][CH:20]=[CH:19][CH:18]=3)[C:3]=12.[F:27][C:28]([F:37])([F:36])[CH2:29][N:30]1[CH2:35][CH2:34][NH:33][CH2:32][CH2:31]1.C(N(C(C)C)CC)(C)C.F[P-](F)(F)(F)(F)F.N1(OC(N(C)C)=[N+](C)C)C2N=CC=CC=2N=N1. (2) Given the product [C:1]([O:5][C:6]([N:8]1[CH2:9][CH:10]=[C:11]([O:14][Si:16]([CH3:19])([CH3:18])[CH3:17])[CH2:12][CH2:13]1)=[O:7])([CH3:4])([CH3:2])[CH3:3], predict the reactants needed to synthesize it. The reactants are: [C:1]([O:5][C:6]([N:8]1[CH2:13][CH2:12][C:11](=[O:14])[CH2:10][CH2:9]1)=[O:7])([CH3:4])([CH3:3])[CH3:2].Cl[Si:16]([CH3:19])([CH3:18])[CH3:17].CCN(CC)CC. (3) Given the product [CH3:21][C:16]([CH2:15][CH2:14][CH:13]=[C:12]([CH3:22])[CH2:11][CH2:1][CH:2]=[C:3]([CH3:4])[CH2:5][CH2:6][CH:7]=[C:8]([CH3:10])[CH3:9])=[CH:17][C:18]([O:20][CH2:23][C@@H:24]([C@@H:26]([CH2:28][OH:29])[OH:27])[OH:25])=[O:19], predict the reactants needed to synthesize it. The reactants are: [CH2:1]([CH2:11]/[C:12](/[CH3:22])=[CH:13]/[CH2:14][CH2:15]/[C:16](/[CH3:21])=[CH:17]/[C:18]([OH:20])=[O:19])/[CH:2]=[C:3](/[CH2:5][CH2:6][CH:7]=[C:8]([CH3:10])[CH3:9])\[CH3:4].[CH2:23](O)[C@@H:24]([C@@H:26]([CH2:28][OH:29])[OH:27])[OH:25].OCC(CO)O.